This data is from NCI-60 drug combinations with 297,098 pairs across 59 cell lines. The task is: Regression. Given two drug SMILES strings and cell line genomic features, predict the synergy score measuring deviation from expected non-interaction effect. (1) Drug 1: CN1CCC(CC1)COC2=C(C=C3C(=C2)N=CN=C3NC4=C(C=C(C=C4)Br)F)OC. Drug 2: CCC1(CC2CC(C3=C(CCN(C2)C1)C4=CC=CC=C4N3)(C5=C(C=C6C(=C5)C78CCN9C7C(C=CC9)(C(C(C8N6C=O)(C(=O)OC)O)OC(=O)C)CC)OC)C(=O)OC)O.OS(=O)(=O)O. Cell line: HS 578T. Synergy scores: CSS=18.7, Synergy_ZIP=4.07, Synergy_Bliss=3.70, Synergy_Loewe=-53.1, Synergy_HSA=-1.33. (2) Drug 1: CNC(=O)C1=CC=CC=C1SC2=CC3=C(C=C2)C(=NN3)C=CC4=CC=CC=N4. Drug 2: CC1=C(C=C(C=C1)C(=O)NC2=CC(=CC(=C2)C(F)(F)F)N3C=C(N=C3)C)NC4=NC=CC(=N4)C5=CN=CC=C5. Cell line: BT-549. Synergy scores: CSS=-7.86, Synergy_ZIP=4.14, Synergy_Bliss=2.68, Synergy_Loewe=-4.29, Synergy_HSA=-3.87. (3) Drug 1: CC1C(C(CC(O1)OC2CC(OC(C2O)C)OC3=CC4=CC5=C(C(=O)C(C(C5)C(C(=O)C(C(C)O)O)OC)OC6CC(C(C(O6)C)O)OC7CC(C(C(O7)C)O)OC8CC(C(C(O8)C)O)(C)O)C(=C4C(=C3C)O)O)O)O. Drug 2: C(CC(=O)O)C(=O)CN.Cl. Cell line: HOP-92. Synergy scores: CSS=43.3, Synergy_ZIP=-9.20, Synergy_Bliss=-9.87, Synergy_Loewe=-4.44, Synergy_HSA=-4.07. (4) Drug 1: CC12CCC(CC1=CCC3C2CCC4(C3CC=C4C5=CN=CC=C5)C)O. Drug 2: C(CC(=O)O)C(=O)CN.Cl. Cell line: BT-549. Synergy scores: CSS=-2.69, Synergy_ZIP=-1.39, Synergy_Bliss=-5.48, Synergy_Loewe=-6.22, Synergy_HSA=-5.89.